From a dataset of Catalyst prediction with 721,799 reactions and 888 catalyst types from USPTO. Predict which catalyst facilitates the given reaction. (1) The catalyst class is: 281. Reactant: C(C1C=CC(OCC(O)=O)=CC=1)CC.[CH:15]1([C:21]2[CH:35]=[CH:34][C:24]([O:25][CH2:26][C:27]([O:29]C(C)(C)C)=[O:28])=[CH:23][CH:22]=2)[CH2:20][CH2:19][CH2:18][CH2:17][CH2:16]1. Product: [CH:15]1([C:21]2[CH:22]=[CH:23][C:24]([O:25][CH2:26][C:27]([OH:29])=[O:28])=[CH:34][CH:35]=2)[CH2:16][CH2:17][CH2:18][CH2:19][CH2:20]1. (2) Reactant: [NH2:1][CH2:2][CH2:3][O:4][C@@H:5]([C:19]1[CH:24]=[CH:23][CH:22]=[C:21]([Cl:25])[CH:20]=1)[C@@H:6]1[CH2:11][CH2:10][CH2:9][N:8]([C:12]([O:14][C:15]([CH3:18])([CH3:17])[CH3:16])=[O:13])[CH2:7]1.Br[C:27]1[S:28][CH:29]=[CH:30][N:31]=1. Product: [Cl:25][C:21]1[CH:20]=[C:19]([C@H:5]([O:4][CH2:3][CH2:2][NH:1][C:27]2[S:28][CH:29]=[CH:30][N:31]=2)[C@@H:6]2[CH2:11][CH2:10][CH2:9][N:8]([C:12]([O:14][C:15]([CH3:18])([CH3:16])[CH3:17])=[O:13])[CH2:7]2)[CH:24]=[CH:23][CH:22]=1. The catalyst class is: 41. (3) Reactant: C([N:8]1[CH2:13][CH2:12][CH:11]([CH2:14][CH2:15][NH:16][C:17]2[C:18]3[C:25]([C:26]4[CH:31]=[CH:30][CH:29]=[CH:28][CH:27]=4)=[C:24]([C:32]4[CH:37]=[CH:36][C:35]([O:38][CH2:39][CH2:40][N:41]5[CH2:45][CH2:44][CH2:43][CH2:42]5)=[CH:34][CH:33]=4)[O:23][C:19]=3[N:20]=[CH:21][N:22]=2)[CH2:10][CH2:9]1)C1C=CC=CC=1.C(=O)(O)[O-].[NH4+]. Product: [C:26]1([C:25]2[C:18]3[C:17]([NH:16][CH2:15][CH2:14][CH:11]4[CH2:10][CH2:9][NH:8][CH2:13][CH2:12]4)=[N:22][CH:21]=[N:20][C:19]=3[O:23][C:24]=2[C:32]2[CH:33]=[CH:34][C:35]([O:38][CH2:39][CH2:40][N:41]3[CH2:42][CH2:43][CH2:44][CH2:45]3)=[CH:36][CH:37]=2)[CH:27]=[CH:28][CH:29]=[CH:30][CH:31]=1. The catalyst class is: 19. (4) Reactant: [NH2:1][C:2]1[N:7]=[C:6](S(C)=O)[C:5]([C:11]#[N:12])=[C:4]([C:13]2[CH:18]=[CH:17][CH:16]=[CH:15][N:14]=2)[N:3]=1.[OH:19][CH2:20][CH2:21][C:22]1[CH:27]=[CH:26][CH:25]=[CH:24][N:23]=1.C1CCN2C(=NCCC2)CC1. Product: [NH2:1][C:2]1[N:3]=[C:4]([C:13]2[CH:18]=[CH:17][CH:16]=[CH:15][N:14]=2)[C:5]([C:11]#[N:12])=[C:6]([O:19][CH2:20][CH2:21][C:22]2[CH:27]=[CH:26][CH:25]=[CH:24][N:23]=2)[N:7]=1. The catalyst class is: 57. (5) Reactant: [Cl:1][C:2]([Cl:21])([Cl:20])[CH2:3][O:4][C:5]([N:7]1[CH2:15][C:14]2[C:9](=[CH:10][CH:11]=[C:12]([C:16](OC)=[O:17])[CH:13]=2)[CH2:8]1)=[O:6].CC(C[AlH]CC(C)C)C. Product: [Cl:21][C:2]([Cl:1])([Cl:20])[CH2:3][O:4][C:5]([N:7]1[CH2:15][C:14]2[C:9](=[CH:10][CH:11]=[C:12]([CH2:16][OH:17])[CH:13]=2)[CH2:8]1)=[O:6]. The catalyst class is: 182. (6) Reactant: [CH3:1][O:2][C:3]1[CH:4]=[C:5]([CH:10]=[CH:11][C:12]=1[N+:13]([O-])=O)[C:6]([O:8][CH3:9])=[O:7]. Product: [NH2:13][C:12]1[CH:11]=[CH:10][C:5]([C:6]([O:8][CH3:9])=[O:7])=[CH:4][C:3]=1[O:2][CH3:1]. The catalyst class is: 50. (7) Reactant: [CH:1]1([O:6][C:7]2[CH:17]=[CH:16][C:10]([C:11]([O:13]CC)=[O:12])=[CH:9][C:8]=2[O:18][CH3:19])[CH2:5][CH2:4][CH2:3][CH2:2]1.[OH-].[Na+].Cl. Product: [CH:1]1([O:6][C:7]2[CH:17]=[CH:16][C:10]([C:11]([OH:13])=[O:12])=[CH:9][C:8]=2[O:18][CH3:19])[CH2:2][CH2:3][CH2:4][CH2:5]1. The catalyst class is: 714.